This data is from NCI-60 drug combinations with 297,098 pairs across 59 cell lines. The task is: Regression. Given two drug SMILES strings and cell line genomic features, predict the synergy score measuring deviation from expected non-interaction effect. (1) Drug 1: C1CCN(CC1)CCOC2=CC=C(C=C2)C(=O)C3=C(SC4=C3C=CC(=C4)O)C5=CC=C(C=C5)O. Drug 2: C1CN(P(=O)(OC1)NCCCl)CCCl. Cell line: DU-145. Synergy scores: CSS=-3.44, Synergy_ZIP=2.35, Synergy_Bliss=0.945, Synergy_Loewe=-3.06, Synergy_HSA=-3.20. (2) Drug 1: COC1=C2C(=CC3=C1OC=C3)C=CC(=O)O2. Drug 2: C1CNP(=O)(OC1)N(CCCl)CCCl. Cell line: HOP-62. Synergy scores: CSS=4.53, Synergy_ZIP=7.31, Synergy_Bliss=10.4, Synergy_Loewe=8.28, Synergy_HSA=4.65. (3) Drug 1: C1CN1P(=S)(N2CC2)N3CC3. Drug 2: N.N.Cl[Pt+2]Cl. Cell line: MCF7. Synergy scores: CSS=27.5, Synergy_ZIP=-11.3, Synergy_Bliss=-2.97, Synergy_Loewe=-0.213, Synergy_HSA=0.678.